From a dataset of Reaction yield outcomes from USPTO patents with 853,638 reactions. Predict the reaction yield, written as a fraction of the theoretical maximum amount of product (1.0 means a 100% yield; for example, 0.34 means a 34% yield). (1) The reactants are Br[C:2]1[N:7]=[C:6]([NH:8][CH2:9][CH:10]2[CH2:15][CH2:14][O:13][CH2:12][CH2:11]2)[CH:5]=[N:4][C:3]=1[Cl:16].C([O-])([O-])=O.[Na+].[Na+].[Cl:23][C:24]1[C:25](B(O)O)=[CH:26][C:27]([F:30])=[N:28][CH:29]=1.C(Cl)Cl. The product is [Cl:16][C:3]1[N:4]=[CH:5][C:6]([NH:8][CH2:9][CH:10]2[CH2:15][CH2:14][O:13][CH2:12][CH2:11]2)=[N:7][C:2]=1[C:25]1[C:24]([Cl:23])=[CH:29][N:28]=[C:27]([F:30])[CH:26]=1. The yield is 0.429. The catalyst is COCCOC.CCOC(C)=O.C1C=CC(P(C2C=CC=CC=2)[C-]2C=CC=C2)=CC=1.C1C=CC(P(C2C=CC=CC=2)[C-]2C=CC=C2)=CC=1.Cl[Pd]Cl.[Fe+2]. (2) The reactants are C([O:3][C:4](=[O:41])[CH2:5][CH2:6][CH2:7][O:8][C:9]1[CH:14]=[CH:13][C:12]([N:15]2[CH:23]=[N:22][C:21]3[C:16]2=[N:17][C:18]([NH:24][C:25]2[CH:26]=[N:27][N:28]([CH2:30][CH2:31][CH2:32][NH:33][C:34]([O:36][C:37]([CH3:40])([CH3:39])[CH3:38])=[O:35])[CH:29]=2)=[N:19][CH:20]=3)=[CH:11][CH:10]=1)C.O[Li].O. The catalyst is C1COCC1.O. The product is [C:37]([O:36][C:34]([NH:33][CH2:32][CH2:31][CH2:30][N:28]1[CH:29]=[C:25]([NH:24][C:18]2[N:17]=[C:16]3[C:21]([N:22]=[CH:23][N:15]3[C:12]3[CH:11]=[CH:10][C:9]([O:8][CH2:7][CH2:6][CH2:5][C:4]([OH:41])=[O:3])=[CH:14][CH:13]=3)=[CH:20][N:19]=2)[CH:26]=[N:27]1)=[O:35])([CH3:40])([CH3:38])[CH3:39]. The yield is 0.970. (3) The reactants are Br[C:2](Br)=[CH:3][C:4]1[CH:9]=[CH:8][CH:7]=[CH:6][C:5]=1[NH2:10].[O:12]([C:14]1[CH:19]=[CH:18][C:17](B(O)O)=[CH:16][CH:15]=1)[CH3:13].[O-]P([O-])([O-])=O.[K+].[K+].[K+].O. The catalyst is C1(C)C=CC=CC=1.CC([O-])=O.CC([O-])=O.[Pd+2].COC1C=CC=C(OC)C=1C1C=CC=CC=1P(C1CCCCC1)C1CCCCC1. The product is [CH3:13][O:12][C:14]1[CH:19]=[CH:18][C:17]([C:2]2[NH:10][C:5]3[C:4]([CH:3]=2)=[CH:9][CH:8]=[CH:7][CH:6]=3)=[CH:16][CH:15]=1. The yield is 0.830. (4) The reactants are C[O:2][C:3](=O)[C:4]1[CH:9]=[CH:8][C:7]([S:10][C:11]2[CH:16]=[CH:15][C:14]([OH:17])=[CH:13][CH:12]=2)=[C:6]([NH2:18])[CH:5]=1.[H-].[Al+3].[Li+].[H-].[H-].[H-].O. The catalyst is O1CCCC1. The product is [NH2:18][C:6]1[CH:5]=[C:4]([CH2:3][OH:2])[CH:9]=[CH:8][C:7]=1[S:10][C:11]1[CH:16]=[CH:15][C:14]([OH:17])=[CH:13][CH:12]=1. The yield is 0.660. (5) The yield is 0.420. The product is [Br:1][C:2]1[CH:7]=[CH:6][C:5]([C:8]2[CH2:12][C:11]([C:17]3[CH:22]=[C:21]([Cl:23])[CH:20]=[C:19]([Cl:24])[CH:18]=3)([C:13]([F:15])([F:14])[F:16])[O:10][N:9]=2)=[CH:4][C:3]=1[CH2:25][Br:33]. The catalyst is ClCCCl. The reactants are [Br:1][C:2]1[CH:7]=[CH:6][C:5]([C:8]2[CH2:12][C:11]([C:17]3[CH:22]=[C:21]([Cl:23])[CH:20]=[C:19]([Cl:24])[CH:18]=3)([C:13]([F:16])([F:15])[F:14])[O:10][N:9]=2)=[CH:4][C:3]=1[CH3:25].C1C(=O)N([Br:33])C(=O)C1.CC(N=NC(C#N)(C)C)(C#N)C. (6) The reactants are [F:1][C:2]1[C:3](=[S:9])[NH:4][C:5](=[O:8])[NH:6][CH:7]=1.C[O-].[Na+].[CH2:13](Br)[CH:14]=[CH2:15]. The catalyst is CO. The product is [CH2:15]([S:9][C:3]1[C:2]([F:1])=[CH:7][NH:6][C:5](=[O:8])[N:4]=1)[CH:14]=[CH2:13]. The yield is 0.380. (7) The reactants are [O:1]1[C:5]2[CH:6]=[CH:7][CH:8]=[CH:9][C:4]=2[C:3]([C:10](OCC)=[O:11])=[N:2]1.[H-].[Al+3].[Li+].[H-].[H-].[H-].CO. The catalyst is O1CCCC1. The product is [O:1]1[C:5]2[CH:6]=[CH:7][CH:8]=[CH:9][C:4]=2[C:3]([CH2:10][OH:11])=[N:2]1. The yield is 0.390.